This data is from Forward reaction prediction with 1.9M reactions from USPTO patents (1976-2016). The task is: Predict the product of the given reaction. (1) Given the reactants [CH:1]1([C:4]2[CH:9]=[C:8]([O:10]CC3C=CC=CC=3)[CH:7]=[CH:6][C:5]=2[C:18]2[CH:23]=[CH:22][CH:21]=[C:20]([N:24]3[C:28]([CH3:29])=[CH:27][CH:26]=[C:25]3[CH3:30])[N:19]=2)[CH2:3][CH2:2]1.C([O-])=O.[NH4+], predict the reaction product. The product is: [CH:1]1([C:4]2[CH:9]=[C:8]([OH:10])[CH:7]=[CH:6][C:5]=2[C:18]2[CH:23]=[CH:22][CH:21]=[C:20]([N:24]3[C:25]([CH3:30])=[CH:26][CH:27]=[C:28]3[CH3:29])[N:19]=2)[CH2:3][CH2:2]1. (2) Given the reactants [N:1]1[C:6]2[CH2:7][CH2:8][O:9][CH2:10][C:5]=2[C:4]([N:11]2[CH2:16][CH2:15][CH:14]([CH2:17][N:18]3[CH2:27][C:26]4[C:21](=[CH:22][CH:23]=[CH:24][CH:25]=4)[NH:20][C:19]3=[O:28])[CH2:13][CH2:12]2)=[N:3][CH:2]=1.I[C:30]1[CH:31]=[C:32]([CH:35]=[CH:36][CH:37]=1)[C:33]#[N:34], predict the reaction product. The product is: [N:1]1[C:6]2[CH2:7][CH2:8][O:9][CH2:10][C:5]=2[C:4]([N:11]2[CH2:16][CH2:15][CH:14]([CH2:17][N:18]3[CH2:27][C:26]4[C:21](=[CH:22][CH:23]=[CH:24][CH:25]=4)[N:20]([C:30]4[CH:31]=[C:32]([CH:35]=[CH:36][CH:37]=4)[C:33]#[N:34])[C:19]3=[O:28])[CH2:13][CH2:12]2)=[N:3][CH:2]=1. (3) Given the reactants OC1C=CC(C[C@H](N)CO)=CC=1.COC(=O)[C@H](CC1C=CC(O)=CC=1)N.OCCN.[CH:31]([CH:34]1[NH:38][C@@H:37]([CH2:39][C:40]2[CH:45]=[CH:44][C:43]([OH:46])=[CH:42][CH:41]=2)[CH2:36]O1)([CH3:33])[CH3:32].O1CCNC1.OC1C=CC(C[C@H](NCC(C)C)CO)=CC=1.O=S(Cl)[Cl:70], predict the reaction product. The product is: [Cl-:70].[OH:46][C:43]1[CH:44]=[CH:45][C:40]([CH2:39][C@H:37]([NH2+:38][CH2:34][CH:31]([CH3:33])[CH3:32])[CH2:36][Cl:70])=[CH:41][CH:42]=1. (4) Given the reactants [CH:1]([Si:4]([CH:25]([CH3:27])[CH3:26])([CH:22]([CH3:24])[CH3:23])[N:5]1[C:9]2=[N:10][CH:11]=[CH:12][CH:13]=[C:8]2[C:7]([CH2:14][C:15]2[CH:20]=[CH:19][C:18]([NH2:21])=[CH:17][CH:16]=2)=[CH:6]1)([CH3:3])[CH3:2].[F:28][C:29]([F:40])([F:39])[C:30]1[CH:31]=[C:32]([N:36]=[C:37]=[O:38])[CH:33]=[CH:34][CH:35]=1.C(N(CC)CC)C.O, predict the reaction product. The product is: [F:28][C:29]([F:39])([F:40])[C:30]1[CH:31]=[C:32]([NH:36][C:37]([NH:21][C:18]2[CH:17]=[CH:16][C:15]([CH2:14][C:7]3[C:8]4[C:9](=[N:10][CH:11]=[CH:12][CH:13]=4)[N:5]([Si:4]([CH:1]([CH3:2])[CH3:3])([CH:22]([CH3:24])[CH3:23])[CH:25]([CH3:27])[CH3:26])[CH:6]=3)=[CH:20][CH:19]=2)=[O:38])[CH:33]=[CH:34][CH:35]=1. (5) Given the reactants CC1(C)[O:6][C@H:5]([CH2:7][C:8]([O:10][CH3:11])=[O:9])[C:4](=[O:12])O1.Cl.[Na+].[Cl-].C1C=CC2N(O)N=NC=2C=1.CCN=C=NCCCN(C)C.[N:38]1([C:44]([O:46][CH2:47][C:48]2[CH:53]=[CH:52][CH:51]=[CH:50][CH:49]=2)=[O:45])[CH2:43][CH2:42][NH:41][CH2:40][CH2:39]1.C(N(CC)CC)C, predict the reaction product. The product is: [CH2:47]([O:46][C:44]([N:38]1[CH2:43][CH2:42][N:41]([C:4](=[O:12])[C@H:5]([OH:6])[CH2:7][C:8]([O:10][CH3:11])=[O:9])[CH2:40][CH2:39]1)=[O:45])[C:48]1[CH:53]=[CH:52][CH:51]=[CH:50][CH:49]=1. (6) Given the reactants [Cl:1][C:2]1[CH:10]=[C:9]([C:11]([NH:13][CH:14]([C:16]2[NH:20][C:19]3[CH:21]=[CH:22][C:23]([Cl:25])=[CH:24][C:18]=3[N:17]=2)[CH3:15])=[O:12])[CH:8]=[CH:7][C:3]=1[C:4]([OH:6])=O.[O:26]=[C:27]1[CH2:32][CH2:31][NH:30][CH2:29][CH2:28]1.C(N(C(C)C)CC)(C)C.ClCl, predict the reaction product. The product is: [Cl:1][C:2]1[CH:10]=[C:9]([CH:8]=[CH:7][C:3]=1[C:4]([N:30]1[CH2:31][CH2:32][C:27](=[O:26])[CH2:28][CH2:29]1)=[O:6])[C:11]([NH:13][CH:14]([C:16]1[NH:20][C:19]2[CH:21]=[CH:22][C:23]([Cl:25])=[CH:24][C:18]=2[N:17]=1)[CH3:15])=[O:12]. (7) Given the reactants [C:1]([O:5][C:6]([N:8]1[CH2:13][CH2:12][C:11]([C:31](=[O:43])[NH:32][CH2:33][CH2:34][C:35]2[CH:40]=[CH:39][C:38]([O:41][CH3:42])=[CH:37][CH:36]=2)(C(OCC2C3C=CC=CC=3C3C2=CC=CC=3)=O)[CH2:10][CH2:9]1)=[O:7])([CH3:4])([CH3:3])[CH3:2].[NH:44]1CCCCC1, predict the reaction product. The product is: [C:1]([O:5][C:6]([N:8]1[CH2:13][CH2:12][C:11]([C:31](=[O:43])[NH:32][CH2:33][CH2:34][C:35]2[CH:40]=[CH:39][C:38]([O:41][CH3:42])=[CH:37][CH:36]=2)([NH2:44])[CH2:10][CH2:9]1)=[O:7])([CH3:4])([CH3:3])[CH3:2].